This data is from NCI-60 drug combinations with 297,098 pairs across 59 cell lines. The task is: Regression. Given two drug SMILES strings and cell line genomic features, predict the synergy score measuring deviation from expected non-interaction effect. (1) Drug 1: CCC1=CC2CC(C3=C(CN(C2)C1)C4=CC=CC=C4N3)(C5=C(C=C6C(=C5)C78CCN9C7C(C=CC9)(C(C(C8N6C)(C(=O)OC)O)OC(=O)C)CC)OC)C(=O)OC.C(C(C(=O)O)O)(C(=O)O)O. Drug 2: C1C(C(OC1N2C=NC3=C2NC=NCC3O)CO)O. Cell line: PC-3. Synergy scores: CSS=26.0, Synergy_ZIP=0.0129, Synergy_Bliss=1.32, Synergy_Loewe=-16.9, Synergy_HSA=2.08. (2) Cell line: SK-OV-3. Synergy scores: CSS=5.18, Synergy_ZIP=0.192, Synergy_Bliss=5.32, Synergy_Loewe=4.25, Synergy_HSA=4.66. Drug 1: CCCS(=O)(=O)NC1=C(C(=C(C=C1)F)C(=O)C2=CNC3=C2C=C(C=N3)C4=CC=C(C=C4)Cl)F. Drug 2: C1CC(=O)NC(=O)C1N2C(=O)C3=CC=CC=C3C2=O. (3) Drug 1: C1CN1P(=S)(N2CC2)N3CC3. Drug 2: N.N.Cl[Pt+2]Cl. Cell line: SNB-75. Synergy scores: CSS=23.7, Synergy_ZIP=-8.04, Synergy_Bliss=2.13, Synergy_Loewe=-1.56, Synergy_HSA=2.34. (4) Drug 1: C1=NC2=C(N1)C(=S)N=C(N2)N. Drug 2: CN(CC1=CN=C2C(=N1)C(=NC(=N2)N)N)C3=CC=C(C=C3)C(=O)NC(CCC(=O)O)C(=O)O. Cell line: DU-145. Synergy scores: CSS=44.1, Synergy_ZIP=-9.81, Synergy_Bliss=-10.8, Synergy_Loewe=-3.41, Synergy_HSA=-1.91. (5) Drug 1: C1=CC(=CC=C1CCC2=CNC3=C2C(=O)NC(=N3)N)C(=O)NC(CCC(=O)O)C(=O)O. Drug 2: CCC1(CC2CC(C3=C(CCN(C2)C1)C4=CC=CC=C4N3)(C5=C(C=C6C(=C5)C78CCN9C7C(C=CC9)(C(C(C8N6C)(C(=O)OC)O)OC(=O)C)CC)OC)C(=O)OC)O.OS(=O)(=O)O. Cell line: COLO 205. Synergy scores: CSS=65.9, Synergy_ZIP=0.769, Synergy_Bliss=-0.855, Synergy_Loewe=-0.762, Synergy_HSA=-0.0970.